The task is: Binary Classification. Given a drug SMILES string, predict its activity (active/inactive) in a high-throughput screening assay against a specified biological target.. This data is from HIV replication inhibition screening data with 41,000+ compounds from the AIDS Antiviral Screen. (1) The drug is O=P(Nc1nccc(Cl)n1)(Nc1nccc(Cl)n1)c1ccccc1. The result is 0 (inactive). (2) The drug is Cc1cccc2c1Oc1ccccc1C2NC(=O)CCN(C)C. The result is 0 (inactive). (3) The compound is C[N+](C)(O)CCNC(=O)c1cccc2cc3ccccc3nc12.Cl.[Cl-]. The result is 0 (inactive). (4) The molecule is CC(O)CNC1=CC(=O)C(=O)c2ccccc21. The result is 0 (inactive). (5) The drug is C=CCC(C)(C(=O)NCCC)C(=O)c1ccccc1O. The result is 0 (inactive). (6) The compound is CNC(=O)C(C)C1C(=O)C(=C(O)C=CC(C)C)C(=O)N1C1CCC(O)C(C)O1. The result is 0 (inactive). (7) The compound is CCOC(=O)c1cn(Cc2ccccc2)c(=O)n1Cc1ccccc1. The result is 0 (inactive). (8) The result is 0 (inactive). The molecule is CC(C)(C)OC(=O)NC(Cc1ccc(OCc2ccccc2)cc1)C(=O)NC(COCc1ccccc1)C(=O)Oc1c(Cl)c(Cl)c(Cl)c(Cl)c1Cl. (9) The compound is Cc1nc2ccccc2c(=O)n1Cc1nc2ccccc2[nH]1. The result is 0 (inactive).